This data is from Forward reaction prediction with 1.9M reactions from USPTO patents (1976-2016). The task is: Predict the product of the given reaction. (1) Given the reactants [Cl:1][C:2]1[CH:7]=[CH:6][C:5]([C@H:8]2[C@@H:12]([C:13]3[CH:18]=[CH:17][C:16]([Cl:19])=[CH:15][CH:14]=3)[N:11]([C:20](Cl)=[O:21])[C:10]([C:23]3[CH:28]=[CH:27][C:26]([C:29]([C:32]#[N:33])([CH3:31])[CH3:30])=[CH:25][C:24]=3[O:34][CH2:35][CH3:36])=[N:9]2)=[CH:4][CH:3]=1.Cl.Cl.[CH3:39][O:40][CH2:41][CH:42]([NH:44][C:45](=[O:53])[CH2:46][N:47]1[CH2:52][CH2:51][NH:50][CH2:49][CH2:48]1)[CH3:43], predict the reaction product. The product is: [Cl:1][C:2]1[CH:3]=[CH:4][C:5]([C@H:8]2[C@@H:12]([C:13]3[CH:14]=[CH:15][C:16]([Cl:19])=[CH:17][CH:18]=3)[N:11]([C:20]([N:50]3[CH2:51][CH2:52][N:47]([CH2:46][C:45]([NH:44][CH:42]([CH3:43])[CH2:41][O:40][CH3:39])=[O:53])[CH2:48][CH2:49]3)=[O:21])[C:10]([C:23]3[CH:28]=[CH:27][C:26]([C:29]([C:32]#[N:33])([CH3:31])[CH3:30])=[CH:25][C:24]=3[O:34][CH2:35][CH3:36])=[N:9]2)=[CH:6][CH:7]=1. (2) Given the reactants [Cl:1][C:2]1[C:21](I)=[CH:20][C:5]([C:6]([NH:8][C:9]2[CH:14]=[CH:13][C:12]([O:15][C:16]([Cl:19])([F:18])[F:17])=[CH:11][CH:10]=2)=[O:7])=[CH:4][N:3]=1.[N:23]1[CH:28]=[C:27](B(O)O)[CH:26]=[N:25][CH:24]=1.C([O-])([O-])=O.[Na+].[Na+], predict the reaction product. The product is: [Cl:1][C:2]1[C:21]([C:27]2[CH:28]=[N:23][CH:24]=[N:25][CH:26]=2)=[CH:20][C:5]([C:6]([NH:8][C:9]2[CH:14]=[CH:13][C:12]([O:15][C:16]([Cl:19])([F:18])[F:17])=[CH:11][CH:10]=2)=[O:7])=[CH:4][N:3]=1. (3) Given the reactants [CH3:1][N:2]1[CH2:7][CH2:6][NH:5][CH2:4][CH2:3]1.[C:8]1(=O)[CH2:13][CH2:12][CH2:11][CH:10]=[CH:9]1.C([O-])([O-])=O.[K+].[K+].[NH2:21][OH:22].Cl, predict the reaction product. The product is: [CH3:1][N:2]1[CH2:7][CH2:6][N:5]([CH:10]2[CH2:11][CH2:12][CH2:13][C:8](=[N:21][OH:22])[CH2:9]2)[CH2:4][CH2:3]1. (4) Given the reactants Br[CH2:2][C:3]([C:5]1[C:10]([CH3:11])=[CH:9][C:8]([O:12][C:13]2[CH:18]=[CH:17][C:16]([O:19][CH:20]([CH3:22])[CH3:21])=[CH:15][CH:14]=2)=[CH:7][C:6]=1[CH3:23])=O.[NH2:24][C:25]([NH2:27])=[S:26], predict the reaction product. The product is: [CH:20]([O:19][C:16]1[CH:17]=[CH:18][C:13]([O:12][C:8]2[CH:9]=[C:10]([CH3:11])[C:5]([C:3]3[N:24]=[C:25]([NH2:27])[S:26][CH:2]=3)=[C:6]([CH3:23])[CH:7]=2)=[CH:14][CH:15]=1)([CH3:22])[CH3:21].